From a dataset of Forward reaction prediction with 1.9M reactions from USPTO patents (1976-2016). Predict the product of the given reaction. (1) The product is: [F:42][C:43]1[C:48]2[CH:49]=[C:50]([C:29]3[CH:28]=[C:27]([C:18]4[C:19]([N:21]([CH3:26])[S:22]([CH3:25])(=[O:24])=[O:23])=[CH:20][C:10]5[O:9][C:8]([C:5]6[CH:4]=[CH:3][C:2]([F:1])=[CH:7][CH:6]=6)=[C:12]([C:13]([NH:15][CH3:16])=[O:14])[C:11]=5[CH:17]=4)[CH:32]=[CH:31][CH:30]=3)[S:51][C:47]=2[CH:46]=[CH:45][CH:44]=1. Given the reactants [F:1][C:2]1[CH:7]=[CH:6][C:5]([C:8]2[O:9][C:10]3[CH:20]=[C:19]([N:21]([CH3:26])[S:22]([CH3:25])(=[O:24])=[O:23])[C:18]([C:27]4[CH:32]=[CH:31][CH:30]=[C:29](B5OC(C)(C)C(C)(C)O5)[CH:28]=4)=[CH:17][C:11]=3[C:12]=2[C:13]([NH:15][CH3:16])=[O:14])=[CH:4][CH:3]=1.[F:42][C:43]1[C:48]2[CH:49]=[C:50](I)[S:51][C:47]=2[CH:46]=[CH:45][CH:44]=1.[O-]P([O-])([O-])=O.[K+].[K+].[K+], predict the reaction product. (2) Given the reactants [O:1]=[C:2]1[NH:7][CH2:6][CH2:5][N:4]([C:8]([O:10][C:11]([CH3:14])([CH3:13])[CH3:12])=[O:9])[CH2:3]1.C1OCCOCCOCCOCCOC1.[H-].[Na+].Br[CH2:33][C:34]1[CH:39]=[CH:38][C:37]([C:40]2[CH:45]=[CH:44][C:43]([C:46]([O:48][CH3:49])=[O:47])=[CH:42][CH:41]=2)=[C:36]([O:50][CH3:51])[CH:35]=1, predict the reaction product. The product is: [CH3:51][O:50][C:36]1[CH:35]=[C:34]([CH2:33][N:7]2[CH2:6][CH2:5][N:4]([C:8]([O:10][C:11]([CH3:14])([CH3:13])[CH3:12])=[O:9])[CH2:3][C:2]2=[O:1])[CH:39]=[CH:38][C:37]=1[C:40]1[CH:45]=[CH:44][C:43]([C:46]([O:48][CH3:49])=[O:47])=[CH:42][CH:41]=1. (3) Given the reactants [NH2:1][C:2]1[N:7]=[CH:6][C:5]([C:8]2[CH:9]=[CH:10][C:11]3[O:17][CH2:16][CH2:15][N:14](C(OC(C)(C)C)=O)[CH2:13][C:12]=3[CH:25]=2)=[CH:4][C:3]=1[N+:26]([O-:28])=[O:27].[ClH:29], predict the reaction product. The product is: [ClH:29].[ClH:29].[N+:26]([C:3]1[C:2]([NH2:1])=[N:7][CH:6]=[C:5]([C:8]2[CH:9]=[CH:10][C:11]3[O:17][CH2:16][CH2:15][NH:14][CH2:13][C:12]=3[CH:25]=2)[CH:4]=1)([O-:28])=[O:27]. (4) Given the reactants [F:1][C:2]([F:17])([F:16])[C:3]1[CH:8]=[CH:7][C:6]([C:9]2[O:10][CH:11]=[C:12]([CH2:14][OH:15])[N:13]=2)=[CH:5][CH:4]=1.C(N(CC)CC)C.[CH3:25][S:26](Cl)(=[O:28])=[O:27].O, predict the reaction product. The product is: [CH3:25][S:26]([O:15][CH2:14][C:12]1[N:13]=[C:9]([C:6]2[CH:5]=[CH:4][C:3]([C:2]([F:1])([F:16])[F:17])=[CH:8][CH:7]=2)[O:10][CH:11]=1)(=[O:28])=[O:27]. (5) The product is: [F:33][C:30]1[CH:31]=[CH:32][C:27]([N:21]2[CH2:22][CH2:23][C:24]3[N:25]=[C:17]([C:14]4[CH:13]=[CH:12][C:11]([O:10][CH2:9][CH2:8][CH2:7][N:3]5[CH2:4][CH2:5][CH2:6][CH:2]5[CH3:1])=[CH:16][CH:15]=4)[S:18][C:19]=3[CH2:20]2)=[CH:28][CH:29]=1. Given the reactants [CH3:1][CH:2]1[CH2:6][CH2:5][CH2:4][N:3]1[CH2:7][CH2:8][CH2:9][O:10][C:11]1[CH:16]=[CH:15][C:14]([C:17]2[S:18][C:19]3[CH2:20][NH:21][CH2:22][CH2:23][C:24]=3[N:25]=2)=[CH:13][CH:12]=1.Br[C:27]1[CH:32]=[CH:31][C:30]([F:33])=[CH:29][CH:28]=1.C1(P(C2CCCCC2)C2C=CC=CC=2C2C=CC=CC=2)CCCCC1, predict the reaction product.